Predict which catalyst facilitates the given reaction. From a dataset of Catalyst prediction with 721,799 reactions and 888 catalyst types from USPTO. Reactant: [ClH:1].[C@@H:2]12[CH2:8][C@@H:5]([CH2:6][CH2:7]1)[CH2:4][C@H:3]2[C:9]([NH:11][C:12]1[S:13][C:14]([CH2:20][CH2:21][CH2:22][N:23]([CH3:31])[C:24]2[CH:29]=[CH:28][C:27]([CH3:30])=[CH:26][CH:25]=2)=[C:15](Br)[C:16]=1[C:17]#[N:18])=[O:10].[Cu][C:33]#[N:34].Cl. Product: [ClH:1].[C@@H:2]12[CH2:8][C@@H:5]([CH2:6][CH2:7]1)[CH2:4][C@H:3]2[C:9]([NH:11][C:12]1[S:13][C:14]([CH2:20][CH2:21][CH2:22][N:23]([CH3:31])[C:24]2[CH:29]=[CH:28][C:27]([CH3:30])=[CH:26][CH:25]=2)=[C:15]([C:33]#[N:34])[C:16]=1[C:17]#[N:18])=[O:10]. The catalyst class is: 3.